Dataset: Forward reaction prediction with 1.9M reactions from USPTO patents (1976-2016). Task: Predict the product of the given reaction. (1) Given the reactants C([O:3][C:4](=[O:42])[CH2:5][S:6](=[O:41])(=[O:40])[NH:7][C:8]1[CH:13]=[C:12]([O:14][CH2:15][CH3:16])[C:11]([O:17][CH2:18][CH3:19])=[CH:10][C:9]=1[C@@H:20]1[CH2:24][N:23]([S:25]([CH2:28][CH2:29][CH3:30])(=[O:27])=[O:26])C(=O)[N:21]1[C:32]1[CH:37]=[CH:36][C:35]([C:38]#[N:39])=[CH:34][CH:33]=1)C.[OH-].[Li+].NO.CC[N:49](C(C)C)C(C)C, predict the reaction product. The product is: [C:38]([C:35]1[CH:36]=[CH:37][C:32]([NH:21][CH:20]([C:9]2[CH:10]=[C:11]([O:17][CH2:18][CH3:19])[C:12]([O:14][CH2:15][CH3:16])=[CH:13][C:8]=2[NH:7][S:6]([CH2:5][C:4]([OH:3])=[O:42])(=[O:40])=[O:41])[CH2:24][NH:23][S:25]([CH2:28][CH2:29][CH3:30])(=[O:27])=[O:26])=[CH:33][CH:34]=1)(=[NH:39])[NH2:49]. (2) Given the reactants ClCCl.[O:4]1[C:9]2[CH:10]=[CH:11][C:12]([CH2:14][N:15]([CH:23]3[CH2:28][CH2:27][N:26]([CH2:29][CH2:30][N:31]4[C:40]5[C:35](=[CH:36][CH:37]=[CH:38][CH:39]=5)[C:34]([OH:41])=[CH:33][C:32]4=[O:42])[CH2:25][CH2:24]3)[C:16](=[O:22])[O:17][C:18]([CH3:21])([CH3:20])[CH3:19])=[CH:13][C:8]=2[O:7][CH2:6][CH2:5]1.[F:43][C:44]([F:57])([F:56])[S:45](O[S:45]([C:44]([F:57])([F:56])[F:43])(=[O:47])=[O:46])(=[O:47])=[O:46].[Cl-].[NH4+], predict the reaction product. The product is: [O:4]1[C:9]2[CH:10]=[CH:11][C:12]([CH2:14][N:15]([CH:23]3[CH2:28][CH2:27][N:26]([CH2:29][CH2:30][N:31]4[C:40]5[C:35](=[CH:36][CH:37]=[CH:38][CH:39]=5)[C:34]([O:41][S:45]([C:44]([F:57])([F:56])[F:43])(=[O:47])=[O:46])=[CH:33][C:32]4=[O:42])[CH2:25][CH2:24]3)[C:16](=[O:22])[O:17][C:18]([CH3:21])([CH3:20])[CH3:19])=[CH:13][C:8]=2[O:7][CH2:6][CH2:5]1. (3) Given the reactants [CH3:1][O:2][C:3]1[CH:4]=[C:5]([NH:11][CH:12]=[C:13]2[C:18](=[O:19])OC(C)(C)OC2=O)[CH:6]=[CH:7][C:8]=1[O:9][CH3:10].O(C1C=CC=CC=1)C1C=CC=CC=1, predict the reaction product. The product is: [CH3:10][O:9][C:8]1[CH:7]=[C:6]2[C:5](=[CH:4][C:3]=1[O:2][CH3:1])[N:11]=[CH:12][CH:13]=[C:18]2[OH:19].